From a dataset of Reaction yield outcomes from USPTO patents with 853,638 reactions. Predict the reaction yield, written as a fraction of the theoretical maximum amount of product (1.0 means a 100% yield; for example, 0.34 means a 34% yield). (1) The reactants are [NH2:1][C:2]1[C:3]([OH:11])=[C:4]([CH:8]=[CH:9][CH:10]=1)[C:5]([OH:7])=[O:6].[CH2:12](C(CC)(CC)C([O-])([O-])[O-])[CH3:13].[CH3:23][C:24]1C=CC(S(O)(=O)=O)=CC=1. No catalyst specified. The product is [CH3:12][C:13]1[O:11][C:3]2[C:4]([C:5]([O:7][CH2:23][CH3:24])=[O:6])=[CH:8][CH:9]=[CH:10][C:2]=2[N:1]=1. The yield is 0.950. (2) The reactants are C([O:3][C:4](=O)[CH2:5][N:6]1[CH2:11][CH2:10][CH2:9][CH2:8][CH:7]1[CH3:12])C.[NH2:14][NH2:15]. The catalyst is C(O)C. The product is [CH3:12][CH:7]1[CH2:8][CH2:9][CH2:10][CH2:11][N:6]1[CH2:5][C:4]([NH:14][NH2:15])=[O:3]. The yield is 0.990. (3) The reactants are [C:1]([O:5][C:6]([NH:8][C@H:9]([C:22]([O:24][C:25]([CH3:28])([CH3:27])[CH3:26])=[O:23])[CH2:10][C@H:11]([CH2:19][C:20]#[CH:21])[C:12]([O:14][C:15]([CH3:18])([CH3:17])[CH3:16])=[O:13])=[O:7])([CH3:4])([CH3:3])[CH3:2].[N:29]([CH2:32][CH2:33][OH:34])=[N+:30]=[N-:31].C(N(CC)C(C)C)(C)C. The catalyst is O1CCCC1.[Cu]I. The product is [C:1]([O:5][C:6]([NH:8][C@H:9]([C:22]([O:24][C:25]([CH3:28])([CH3:27])[CH3:26])=[O:23])[CH2:10][C@H:11]([CH2:19][C:20]1[N:31]=[N:30][N:29]([CH2:32][CH2:33][OH:34])[CH:21]=1)[C:12]([O:14][C:15]([CH3:16])([CH3:17])[CH3:18])=[O:13])=[O:7])([CH3:4])([CH3:2])[CH3:3]. The yield is 0.340. (4) The reactants are C[O:2][C:3](=O)[CH2:4][C:5]([NH:7][C:8]1[CH:13]=[CH:12][C:11]([CH:14]=[CH:15][C:16]2[CH:21]=[CH:20][CH:19]=[C:18]([F:22])[CH:17]=2)=[CH:10][CH:9]=1)=[O:6].[NH3:24]. The catalyst is CO. The product is [F:22][C:18]1[CH:17]=[C:16]([CH:15]=[CH:14][C:11]2[CH:12]=[CH:13][C:8]([NH:7][C:5](=[O:6])[CH2:4][C:3]([NH2:24])=[O:2])=[CH:9][CH:10]=2)[CH:21]=[CH:20][CH:19]=1. The yield is 0.680. (5) The reactants are [CH3:1][C:2]1[C:6](B(O)O)=[C:5]([CH3:10])[O:4][N:3]=1.Br[C:12]1[CH:13]=[C:14]([CH:16]=[CH:17][CH:18]=1)[NH2:15].C([O-])([O-])=O.[Na+].[Na+]. The catalyst is COCCOC.C1C=CC([P]([Pd]([P](C2C=CC=CC=2)(C2C=CC=CC=2)C2C=CC=CC=2)([P](C2C=CC=CC=2)(C2C=CC=CC=2)C2C=CC=CC=2)[P](C2C=CC=CC=2)(C2C=CC=CC=2)C2C=CC=CC=2)(C2C=CC=CC=2)C2C=CC=CC=2)=CC=1. The product is [CH3:1][C:2]1[C:6]([C:12]2[CH:13]=[C:14]([NH2:15])[CH:16]=[CH:17][CH:18]=2)=[C:5]([CH3:10])[O:4][N:3]=1. The yield is 0.710. (6) The reactants are C(OC([N:8]1[CH2:13][CH2:12][CH:11]([N:14]2[CH2:17][C:16]([F:19])([F:18])[CH2:15]2)[CH2:10][CH2:9]1)=O)(C)(C)C. The catalyst is C(Cl)Cl.C(O)(C(F)(F)F)=O. The product is [F:19][C:16]1([F:18])[CH2:17][N:14]([CH:11]2[CH2:10][CH2:9][NH:8][CH2:13][CH2:12]2)[CH2:15]1. The yield is 0.910.